From a dataset of Full USPTO retrosynthesis dataset with 1.9M reactions from patents (1976-2016). Predict the reactants needed to synthesize the given product. (1) Given the product [N:32]1[CH:33]=[CH:34][C:29]([S:28][CH2:9][CH2:10][C:11]2[CH:16]=[CH:15][C:14]([O:17][C:18](=[O:27])[N:19]([CH3:26])[C:20]3[CH:25]=[CH:24][CH:23]=[CH:22][CH:21]=3)=[CH:13][CH:12]=2)=[CH:30][CH:31]=1, predict the reactants needed to synthesize it. The reactants are: C(O)(C(F)(F)F)=O.O[CH2:9][CH2:10][C:11]1[CH:16]=[CH:15][C:14]([O:17][C:18](=[O:27])[N:19]([CH3:26])[C:20]2[CH:25]=[CH:24][CH:23]=[CH:22][CH:21]=2)=[CH:13][CH:12]=1.[SH:28][C:29]1[CH:34]=[CH:33][N:32]=[CH:31][CH:30]=1. (2) Given the product [CH3:18][N:11]1[C:12]2[C:17](=[CH:16][CH:15]=[CH:14][CH:13]=2)[C:9]([CH2:8][C:3]2[C:2](=[O:1])[NH:19][C:20](=[S:21])[NH:22][CH:4]=2)=[CH:10]1, predict the reactants needed to synthesize it. The reactants are: [OH:1]/[CH:2]=[C:3](/[CH2:8][C:9]1[C:17]2[C:12](=[CH:13][CH:14]=[CH:15][CH:16]=2)[N:11]([CH3:18])[CH:10]=1)\[C:4](OC)=O.[NH2:19][C:20]([NH2:22])=[S:21]. (3) Given the product [CH:18]([N:17]([CH:21]([CH3:23])[CH3:22])[CH2:16][CH2:11][O:10][C:7]1[CH:8]=[CH:9][C:4]([N+:1]([O-:3])=[O:2])=[CH:5][C:6]=1[O:12][CH3:24])([CH3:20])[CH3:19], predict the reactants needed to synthesize it. The reactants are: [N+:1]([C:4]1[CH:5]=[C:6]([OH:12])[C:7]([O:10][CH3:11])=[CH:8][CH:9]=1)([O-:3])=[O:2].Cl.ClC[CH2:16][N:17]([CH:21]([CH3:23])[CH3:22])[CH:18]([CH3:20])[CH3:19].[C:24](=O)([O-])[O-].[K+].[K+].O. (4) Given the product [Br:6][CH:3]([CH3:4])[CH2:2][CH:1]1[O:10][CH2:9][CH2:8][CH2:7][O:5]1, predict the reactants needed to synthesize it. The reactants are: [CH:1](=[O:5])/[CH:2]=[CH:3]/[CH3:4].[BrH:6].[CH2:7](O)[CH2:8][CH2:9][OH:10]. (5) Given the product [CH2:1]([N:8]1[C:12]2[CH:13]=[C:14]([O:17][S:36]([C:33]3[CH:34]=[CH:35][C:30]([F:29])=[CH:31][CH:32]=3)(=[O:38])=[O:37])[CH:15]=[CH:16][C:11]=2[N:10]=[C:9]1[NH:18][C:19]1[CH:24]=[CH:23][C:22]([O:25][CH3:26])=[C:21]([O:27][CH3:28])[CH:20]=1)[C:2]1[CH:7]=[CH:6][CH:5]=[CH:4][CH:3]=1, predict the reactants needed to synthesize it. The reactants are: [CH2:1]([N:8]1[C:12]2[CH:13]=[C:14]([OH:17])[CH:15]=[CH:16][C:11]=2[N:10]=[C:9]1[NH:18][C:19]1[CH:24]=[CH:23][C:22]([O:25][CH3:26])=[C:21]([O:27][CH3:28])[CH:20]=1)[C:2]1[CH:7]=[CH:6][CH:5]=[CH:4][CH:3]=1.[F:29][C:30]1[CH:35]=[CH:34][C:33]([S:36](Cl)(=[O:38])=[O:37])=[CH:32][CH:31]=1.C(N(CC)CC)C. (6) Given the product [Br:9][C:10]1[CH:11]=[C:12]([CH:13]2[C:22]([C:21]([O:20][CH3:19])=[O:26])=[C:23]([CH3:24])[NH:25][C:4]3[CH2:5][CH2:6][O:1][C:2](=[O:8])[C:3]2=3)[CH:15]=[CH:16][C:17]=1[F:18], predict the reactants needed to synthesize it. The reactants are: [O:1]1[CH2:6][CH2:5][C:4](=O)[CH2:3][C:2]1=[O:8].[Br:9][C:10]1[CH:11]=[C:12]([CH:15]=[CH:16][C:17]=1[F:18])[CH:13]=O.[CH3:19][O:20][C:21](=[O:26])/[CH:22]=[C:23](\[NH2:25])/[CH3:24]. (7) Given the product [CH3:19][N:16]([CH3:20])[C:15]1[C:14]([C:13]2([C:25]([F:28])([F:26])[F:27])[CH2:17][CH2:18][C:10](=[O:9])[CH:11]=[CH:12]2)=[N:24][CH:23]=[CH:22][CH:21]=1, predict the reactants needed to synthesize it. The reactants are: [Cl-].[Si]([O:9][C:10]1[CH2:11][CH2:12][C:13]2([C:25]([F:28])([F:27])[F:26])[CH:17]([CH:18]=1)[N+:16]([CH3:20])([CH3:19])[C:15]1[CH:21]=[CH:22][CH:23]=[N:24][C:14]2=1)(C(C)(C)C)(C)C.Cl.